This data is from Forward reaction prediction with 1.9M reactions from USPTO patents (1976-2016). The task is: Predict the product of the given reaction. (1) Given the reactants [Br:1][C:2]1[C:3]([O:11][CH3:12])=[CH:4][C:5]2S[CH2:8][CH2:7][C:6]=2[CH:10]=1.ClC1C=C(C(OO)=O)C=CC=1.[S:24](=S)(=[O:27])([O-])[O-:25].[Na+].[Na+], predict the reaction product. The product is: [CH3:12][O:11][C:3]1[C:2]([Br:1])=[CH:10][C:6]2[CH2:7][CH2:8][S:24](=[O:27])(=[O:25])[C:5]=2[CH:4]=1. (2) Given the reactants [N+:1]([C:4]1[C:5](=[O:12])[N:6]([CH3:11])[CH:7]=[CH:8][C:9]=1[OH:10])([O-:3])=[O:2].C([O-])([O-])=O.[K+].[K+].[CH2:19](Br)[C:20]1[CH:25]=[CH:24][CH:23]=[CH:22][CH:21]=1, predict the reaction product. The product is: [CH3:11][N:6]1[CH:7]=[CH:8][C:9]([O:10][CH2:19][C:20]2[CH:25]=[CH:24][CH:23]=[CH:22][CH:21]=2)=[C:4]([N+:1]([O-:3])=[O:2])[C:5]1=[O:12]. (3) Given the reactants [CH3:1][N:2]1[C:6]2[NH:7][C:8](=[O:15])[C:9]3[CH2:10][CH2:11][CH2:12][CH2:13][C:14]=3[C:5]=2[C:4]([C@H:16]2[CH2:20][CH2:19][CH2:18][NH:17]2)=[N:3]1.[CH:21](=O)[CH2:22][CH3:23].C([BH3-])#N.[Na+], predict the reaction product. The product is: [CH3:1][N:2]1[C:6]2[NH:7][C:8](=[O:15])[C:9]3[CH2:10][CH2:11][CH2:12][CH2:13][C:14]=3[C:5]=2[C:4]([C@H:16]2[CH2:20][CH2:19][CH2:18][N:17]2[CH2:21][CH2:22][CH3:23])=[N:3]1. (4) The product is: [C:35]([O:34][C:32]([NH:1][CH2:2][C:3]1[C:4]([CH2:27][CH:28]([CH3:30])[CH3:29])=[N:5][C:6]([C:21]2[CH:22]=[CH:23][CH:24]=[CH:25][CH:26]=2)=[C:7]([C:13]=1[C:14]1[CH:19]=[CH:18][C:17]([CH3:20])=[CH:16][CH:15]=1)[C:8]([OH:10])=[O:9])=[O:33])([CH3:38])([CH3:37])[CH3:36]. Given the reactants [NH2:1][CH2:2][C:3]1[C:4]([CH2:27][CH:28]([CH3:30])[CH3:29])=[N:5][C:6]([C:21]2[CH:26]=[CH:25][CH:24]=[CH:23][CH:22]=2)=[C:7]([C:13]=1[C:14]1[CH:19]=[CH:18][C:17]([CH3:20])=[CH:16][CH:15]=1)[C:8]([O:10]CC)=[O:9].Cl.[C:32](O[C:32]([O:34][C:35]([CH3:38])([CH3:37])[CH3:36])=[O:33])([O:34][C:35]([CH3:38])([CH3:37])[CH3:36])=[O:33], predict the reaction product.